From a dataset of Retrosynthesis with 50K atom-mapped reactions and 10 reaction types from USPTO. Predict the reactants needed to synthesize the given product. (1) Given the product COc1ccccc1-c1ccc(C=O)s1, predict the reactants needed to synthesize it. The reactants are: COc1ccccc1B(O)O.O=Cc1ccc(Br)s1. (2) Given the product Nc1cccc(-n2c(=O)c(Cc3cccnc3)nc3cccnc32)c1, predict the reactants needed to synthesize it. The reactants are: CC(=O)Nc1cccc(-n2c(=O)c(Cc3cccnc3)nc3cccnc32)c1. (3) The reactants are: CC(C)(C)[Si](C)(C)OCCC=O.CC(C)(C)c1cc(NC(=O)Nc2ccc(Oc3ccncc3)cc2)n(-c2cccc(N)c2)n1. Given the product CC(C)(C)c1cc(NC(=O)Nc2ccc(Oc3ccncc3)cc2)n(-c2cccc(NCCCO[Si](C)(C)C(C)(C)C)c2)n1, predict the reactants needed to synthesize it. (4) Given the product CSc1nc(Cl)c2c(n1)CCC2, predict the reactants needed to synthesize it. The reactants are: C[S-].Clc1nc(Cl)c2c(n1)CCC2. (5) Given the product NC[C@@H]1C[C@H]1CN1CCN(c2csc3cc(C(F)(F)F)ccc23)CC1, predict the reactants needed to synthesize it. The reactants are: [N-]=[N+]=NC[C@@H]1C[C@H]1CN1CCN(c2csc3cc(C(F)(F)F)ccc23)CC1. (6) Given the product COc1ccc(CC2C(=C(C)C)CCCN2C)cc1, predict the reactants needed to synthesize it. The reactants are: C=O.COc1ccc(CC2NCCCC2=C(C)C)cc1. (7) Given the product COc1ccc(OC)c(C=CC(=O)Nc2cc(C)c(O)c(C)c2)c1, predict the reactants needed to synthesize it. The reactants are: COc1ccc(OC)c(C=CC(=O)O)c1.Cc1cc(N)cc(C)c1O. (8) Given the product CC(C)CCCOc1cc(F)ccc1-c1ncnc(Nc2cccc(CS(C)(=O)=O)c2)n1, predict the reactants needed to synthesize it. The reactants are: CC(C)CCCO.CS(=O)(=O)Cc1cccc(Nc2ncnc(-c3ccc(F)cc3F)n2)c1. (9) Given the product NC(=O)N1C[C@@H]2C[C@H]1CN2Cc1ccc(Oc2nc3ccccc3s2)cc1, predict the reactants needed to synthesize it. The reactants are: NC(=O)N1C[C@@H]2C[C@H]1CN2.O=Cc1ccc(Oc2nc3ccccc3s2)cc1. (10) The reactants are: C=CCC1CC[C@@H](C(=O)OCc2ccccc2)N1C(=O)OC(C)(C)C. Given the product C=CCC1CC[C@@H](C(=O)OCc2ccccc2)N1, predict the reactants needed to synthesize it.